From a dataset of Peptide-MHC class II binding affinity with 134,281 pairs from IEDB. Regression. Given a peptide amino acid sequence and an MHC pseudo amino acid sequence, predict their binding affinity value. This is MHC class II binding data. The peptide sequence is MKNIFMLTLFILIIT. The MHC is HLA-DQA10102-DQB10502 with pseudo-sequence HLA-DQA10102-DQB10502. The binding affinity (normalized) is 0.